This data is from Full USPTO retrosynthesis dataset with 1.9M reactions from patents (1976-2016). The task is: Predict the reactants needed to synthesize the given product. (1) Given the product [Si:20]([O:19][CH2:18][C:3]1[C:2]([C:37]2[CH:36]=[N:35][N:34]([CH3:33])[CH:38]=2)=[CH:10][CH:9]=[C:8]2[C:4]=1[CH2:5][CH2:6][N:7]2[C:11]([O:13][C:14]([CH3:17])([CH3:16])[CH3:15])=[O:12])([C:23]([CH3:26])([CH3:25])[CH3:24])([CH3:22])[CH3:21], predict the reactants needed to synthesize it. The reactants are: Br[C:2]1[C:3]([CH2:18][O:19][Si:20]([C:23]([CH3:26])([CH3:25])[CH3:24])([CH3:22])[CH3:21])=[C:4]2[C:8](=[CH:9][CH:10]=1)[N:7]([C:11]([O:13][C:14]([CH3:17])([CH3:16])[CH3:15])=[O:12])[CH2:6][CH2:5]2.C([O-])([O-])=O.[K+].[K+].[CH3:33][N:34]1[CH:38]=[C:37](B2OC(C)(C)C(C)(C)O2)[CH:36]=[N:35]1. (2) Given the product [CH:23]1([CH2:22][N:13]2[C:14]3[C:19](=[CH:18][CH:17]=[CH:16][C:15]=3[O:20][CH3:21])[C:11]([C:8]3[N:7]=[C:6]([CH2:4][OH:3])[S:10][N:9]=3)=[CH:12]2)[CH2:28][CH2:27][CH2:26][CH2:25][CH2:24]1, predict the reactants needed to synthesize it. The reactants are: C([O:3][C:4]([C:6]1[S:10][N:9]=[C:8]([C:11]2[C:19]3[C:14](=[C:15]([O:20][CH3:21])[CH:16]=[CH:17][CH:18]=3)[N:13]([CH2:22][CH:23]3[CH2:28][CH2:27][CH2:26][CH2:25][CH2:24]3)[CH:12]=2)[N:7]=1)=O)C.[BH4-].[Na+]. (3) Given the product [CH3:1][S:2]([N:5]1[C:13]2[C:8](=[CH:9][C:10]([CH:14]([CH3:20])[C:15]([OH:17])=[O:16])=[CH:11][CH:12]=2)[CH2:7][CH2:6]1)(=[O:4])=[O:3], predict the reactants needed to synthesize it. The reactants are: [CH3:1][S:2]([N:5]1[C:13]2[C:8](=[CH:9][C:10]([CH:14]([CH3:20])[C:15]([O:17]CC)=[O:16])=[CH:11][CH:12]=2)[CH2:7][CH2:6]1)(=[O:4])=[O:3].[Li+].[OH-].